This data is from Full USPTO retrosynthesis dataset with 1.9M reactions from patents (1976-2016). The task is: Predict the reactants needed to synthesize the given product. (1) Given the product [C:22]([NH:26][S:27]([C:30]1[CH:35]=[C:34]([C:2]2[CH:7]=[CH:6][CH:5]=[C:4]([C:8]3[N:13]=[C:12]([C:14]4[CH:19]=[CH:18][C:17]([Cl:20])=[CH:16][CH:15]=4)[CH:11]=[C:10]([CH3:21])[N:9]=3)[CH:3]=2)[CH:33]=[CH:32][CH:31]=1)(=[O:29])=[O:28])([CH3:25])([CH3:23])[CH3:24], predict the reactants needed to synthesize it. The reactants are: Br[C:2]1[CH:3]=[C:4]([C:8]2[N:13]=[C:12]([C:14]3[CH:19]=[CH:18][C:17]([Cl:20])=[CH:16][CH:15]=3)[CH:11]=[C:10]([CH3:21])[N:9]=2)[CH:5]=[CH:6][CH:7]=1.[C:22]([NH:26][S:27]([C:30]1[CH:31]=[C:32](B(O)O)[CH:33]=[CH:34][CH:35]=1)(=[O:29])=[O:28])([CH3:25])([CH3:24])[CH3:23]. (2) Given the product [C:1]([O:5][C:6]([N:8]1[CH2:13][CH2:12][CH2:11][CH2:10][C@@H:9]1[CH2:14][O:15][C:23]1[CH:24]=[CH:25][CH:26]=[C:19]([N+:16]([O-:18])=[O:17])[C:20]=1[C:21]#[N:22])=[O:7])([CH3:4])([CH3:3])[CH3:2], predict the reactants needed to synthesize it. The reactants are: [C:1]([O:5][C:6]([N:8]1[CH2:13][CH2:12][CH2:11][CH2:10][C@@H:9]1[CH2:14][OH:15])=[O:7])([CH3:4])([CH3:3])[CH3:2].[N+:16]([C:19]1[CH:26]=[CH:25][CH:24]=[C:23]([N+]([O-])=O)[C:20]=1[C:21]#[N:22])([O-:18])=[O:17].[H-].[Na+]. (3) The reactants are: [CH3:1][O:2][C:3]1[C:8]([CH3:9])=[CH:7][N:6]=[C:5](/[CH:10]=[CH:11]/[C:12]2[CH:17]=[CH:16][CH:15]=[C:14]([N:18]3[CH2:22][CH2:21][CH2:20][CH2:19]3)[N:13]=2)[C:4]=1[CH3:23]. Given the product [CH3:1][O:2][C:3]1[C:8]([CH3:9])=[CH:7][N:6]=[C:5]([CH2:10][CH2:11][C:12]2[CH:17]=[CH:16][CH:15]=[C:14]([N:18]3[CH2:19][CH2:20][CH2:21][CH2:22]3)[N:13]=2)[C:4]=1[CH3:23], predict the reactants needed to synthesize it. (4) The reactants are: [Br:1][C:2]1[CH:3]=[N:4][C:5]2[N:6]([N:8]=[C:9]([C:11]([OH:13])=O)[CH:10]=2)[CH:7]=1.[CH2:14]1[C:23]2[CH:22]=[CH:21][CH:20]=[C:19]([C:24]#[N:25])[C:18]=2[CH2:17][CH2:16][NH:15]1. Given the product [Br:1][C:2]1[CH:3]=[N:4][C:5]2[N:6]([N:8]=[C:9]([C:11]([N:15]3[CH2:16][CH2:17][C:18]4[C:19]([C:24]#[N:25])=[CH:20][CH:21]=[CH:22][C:23]=4[CH2:14]3)=[O:13])[CH:10]=2)[CH:7]=1, predict the reactants needed to synthesize it. (5) Given the product [OH-:3].[Na+:22].[Na+:22].[C:13]([CH:6]([CH2:7][C@H:8]([CH3:12])[CH2:9][CH2:10][CH3:11])[CH2:5][C:4]([O-:15])=[O:3])#[N:14], predict the reactants needed to synthesize it. The reactants are: C([O:3][C:4](=[O:15])[CH2:5][CH:6]([C:13]#[N:14])[CH2:7][C@H:8]([CH3:12])[CH2:9][CH2:10][CH3:11])C.O1CCCC1.[OH-].[Na+:22]. (6) Given the product [F:8][C:6]1[CH:5]=[CH:4][C:3]([S:9]([NH:12][C:13]2[C:22]([C:23]([O:25][CH3:26])=[O:24])=[C:21]3[C:16]([C:17]4[CH:29]=[CH:28][O:27][C:18]=4[CH2:19][O:20]3)=[CH:15][CH:14]=2)(=[O:11])=[O:10])=[C:2](/[CH:35]=[CH:36]\[CH2:37][N:38]2[CH2:42][CH2:41][C@@H:40]([O:43][C:44](=[O:46])[CH3:45])[CH2:39]2)[CH:7]=1, predict the reactants needed to synthesize it. The reactants are: Br[C:2]1[CH:7]=[C:6]([F:8])[CH:5]=[CH:4][C:3]=1[S:9]([NH:12][C:13]1[C:22]([C:23]([O:25][CH3:26])=[O:24])=[C:21]2[C:16]([C:17]3[CH:29]=[CH:28][O:27][C:18]=3[CH2:19][O:20]2)=[CH:15][CH:14]=1)(=[O:11])=[O:10].C([Sn](CCCC)(CCCC)/[CH:35]=[CH:36]\[CH2:37][N:38]1[CH2:42][CH2:41][C@@H:40]([O:43][C:44](=[O:46])[CH3:45])[CH2:39]1)CCC. (7) The reactants are: [C:1]([O:9][O:10]C(=O)C1C=CC=CC=1)(=[O:8])[C:2]1[CH:7]=[CH:6][CH:5]=[CH:4][CH:3]=1.[Na].Cl. Given the product [C:2]1([C:1]([O:9][OH:10])=[O:8])[CH:7]=[CH:6][CH:5]=[CH:4][CH:3]=1, predict the reactants needed to synthesize it.